From a dataset of NCI-60 drug combinations with 297,098 pairs across 59 cell lines. Regression. Given two drug SMILES strings and cell line genomic features, predict the synergy score measuring deviation from expected non-interaction effect. Drug 1: CC12CCC(CC1=CCC3C2CCC4(C3CC=C4C5=CN=CC=C5)C)O. Drug 2: C1CCC(C1)C(CC#N)N2C=C(C=N2)C3=C4C=CNC4=NC=N3. Cell line: HL-60(TB). Synergy scores: CSS=-10.7, Synergy_ZIP=10.2, Synergy_Bliss=12.9, Synergy_Loewe=-1.17, Synergy_HSA=-0.0424.